Task: Binary Classification. Given a drug SMILES string, predict its activity (active/inactive) in a high-throughput screening assay against a specified biological target.. Dataset: Tyrosyl-DNA phosphodiesterase HTS with 341,365 compounds (1) The molecule is Clc1c(c2scc(n2)CCl)cccc1. The result is 0 (inactive). (2) The result is 0 (inactive). The molecule is s1c(CCNC(=O)c2ccc(cc2)C(F)(F)F)c(nc1C)C. (3) The molecule is o1nc(nc1CCC(=O)Nc1ccc(cc1)C(OCC)=O)c1cc(ccc1)C. The result is 0 (inactive). (4) The drug is O=C(Nc1n(ncc1)C1CCN(CC1)Cc1cc(OCC)c(O)cc1)C1CC1. The result is 0 (inactive). (5) The molecule is s1c(C2(CCOCC2)C(=O)NCc2ccc(OC)cc2)ccc1. The result is 0 (inactive). (6) The molecule is S(Cc1c(onc1C)C)c1n(N)c(nn1)c1ccccc1. The result is 0 (inactive). (7) The compound is O1CCN(CC1)c1c(NC(=O)COc2cc(ccc2)C)cc(OC)cc1. The result is 0 (inactive).